Dataset: Peptide-MHC class II binding affinity with 134,281 pairs from IEDB. Task: Regression. Given a peptide amino acid sequence and an MHC pseudo amino acid sequence, predict their binding affinity value. This is MHC class II binding data. (1) The peptide sequence is AGGVAVIKAGAATEVELKER. The MHC is DRB1_0301 with pseudo-sequence DRB1_0301. The binding affinity (normalized) is 0. (2) The peptide sequence is FFKVAATAANAAPAN. The MHC is DRB1_0401 with pseudo-sequence DRB1_0401. The binding affinity (normalized) is 0.179. (3) The peptide sequence is FVVTGRVYCDPCRAG. The MHC is HLA-DPA10201-DPB10501 with pseudo-sequence HLA-DPA10201-DPB10501. The binding affinity (normalized) is 0.195. (4) The peptide sequence is AAATAGTTVEGAFAA. The binding affinity (normalized) is 0.565. The MHC is HLA-DQA10401-DQB10402 with pseudo-sequence HLA-DQA10401-DQB10402. (5) The peptide sequence is LVKPGAGIMIFDPYG. The MHC is HLA-DPA10201-DPB10101 with pseudo-sequence HLA-DPA10201-DPB10101. The binding affinity (normalized) is 0.207.